From a dataset of Drug-target binding data from BindingDB using Ki measurements. Regression. Given a target protein amino acid sequence and a drug SMILES string, predict the binding affinity score between them. We predict pKi (pKi = -log10(Ki in M); higher means stronger inhibition). Dataset: bindingdb_ki. (1) The compound is CC(C)CCNC(=O)[C@@H](O)[C@H](N)Cc1ccccc1. The target protein (Q9ULA0) has sequence MQVAMNGKARKEAVQTAAKELLKFVNRSPSPFHAVAECRNRLLQAGFSELKETEKWNIKPESKYFMTRNSSTIIAFAVGGQYVPGNGFSLIGAHTDSPCLRVKRRSRRSQVGFQQVGVETYGGGIWSTWFDRDLTLAGRVIVKCPTSGRLEQQLVHVERPILRIPHLAIHLQRNINENFGPNTEMHLVPILATAIQEELEKGTPEPGPLNAVDERHHSVLMSLLCAHLGLSPKDIVEMELCLADTQPAVLGGAYDEFIFAPRLDNLHSCFCALQALIDSCAGPGSLATEPHVRMVTLYDNEEVGSESAQGAQSLLTELVLRRISASCQHPTAFEEAIPKSFMISADMAHAVHPNYLDKHEENHRPLFHKGPVIKVNSKQRYASNAVSEALIREVANKVKVPLQDLMVRNDTPCGTTIGPILASRLGLRVLDLGSPQLAMHSIREMACTTGVLQTLTLFKGFFELFPSLSHNLLVD. The pKi is 6.3. (2) The compound is N=C(N)c1ccc2oc(Cc3cc4cc(C(=N)N)ccc4o3)cc2c1. The target protein (P00752) has sequence APPIQSRIIGGRECEKNSHPWQVAIYHYSSFQCGGVLVNPKWVLTAAHCKNDNYEVWLGRHNLFENENTAQFFGVTADFPHPGFNLSLLKHTKADGKDYSHDLMLLRLQSPAKITDAVKVLELPTQEPELGSTCEASGWGSIEPGPDFEFPDEIQCVQLTLLQNTFCAAHPKVTESMLCAGYLPGGKDTCMGDSGGPLICNGMWQGITSWGHTPCGSANKPSIYTKLIFYLDWINDTITENP. The pKi is 5.0. (3) The small molecule is CN1[C@H]2CC[C@@H]1[C@@H](C(=O)N1CCCC1)[C@@H](c1ccc(I)cc1)C2. The target is MLLARMKPQVQPELGGADQ. The pKi is 6.0. (4) The small molecule is O=C(NCCCCN1CCN(c2cccc(Cl)c2Cl)CC1)c1ccc(F)cc1. The target protein (P08908) has sequence MDVLSPGQGNNTTSPPAPFETGGNTTGISDVTVSYQVITSLLLGTLIFCAVLGNACVVAAIALERSLQNVANYLIGSLAVTDLMVSVLVLPMAALYQVLNKWTLGQVTCDLFIALDVLCCTSSILHLCAIALDRYWAITDPIDYVNKRTPRRAAALISLTWLIGFLISIPPMLGWRTPEDRSDPDACTISKDHGYTIYSTFGAFYIPLLLMLVLYGRIFRAARFRIRKTVKKVEKTGADTRHGASPAPQPKKSVNGESGSRNWRLGVESKAGGALCANGAVRQGDDGAALEVIEVHRVGNSKEHLPLPSEAGPTPCAPASFERKNERNAEAKRKMALARERKTVKTLGIIMGTFILCWLPFFIVALVLPFCESSCHMPTLLGAIINWLGYSNSLLNPVIYAYFNKDFQNAFKKIIKCKFCRQ. The pKi is 7.2. (5) The drug is CCC(=O)Nc1c(C#N)c2nc3ccccc3nc2n1-c1ccccc1C. The target protein (P25090) has sequence METNFSTPLNEYEEVSYESAGYTVLRILPLVVLGVTFVLGVLGNGLVIWVAGFRMTRTVTTICYLNLALADFSFTATLPFLIVSMAMGEKWPFGWFLCKLIHIVVDINLFGSVFLIGFIALDRCICVLHPVWAQNHRTVSLAMKVIVGPWILALVLTLPVFLFLTTVTIPNGDTYCTFNFASWGGTPEERLKVAITMLTARGIIRFVIGFSLPMSIVAICYGLIAAKIHKKGMIKSSRPLRVLTAVVASFFICWFPFQLVALLGTVWLKEMLFYGKYKIIDILVNPTSSLAFFNSCLNPMLYVFVGQDFRERLIHSLPTSLERALSEDSAPTNDTAANSASPPAETELQAM. The pKi is 4.4. (6) The compound is COc1ccc2cccc(CCNC(C)=O)c2c1. The target protein (O02781) has sequence YCYICHSLKYDRWYSNRNSLCCVFLICVLTLVAIVPNLCMGTLQYDPRIYSCTFAQSVSSAYTIAVVVFHFLVPMVIVIFRYLRIWVLVLQIRWRAKPENNPRLKPQDFRNFVTMFVVFVLFAICWAPLNFIGLAVASDPASMAPRIPEWLFVA. The pKi is 9.7.